Task: Predict the reactants needed to synthesize the given product.. Dataset: Full USPTO retrosynthesis dataset with 1.9M reactions from patents (1976-2016) (1) Given the product [C:1]([C:3]1[C:8](=[O:9])[N:7]([C:10]2[CH:15]=[CH:14][C:13]([CH3:16])=[C:12]([CH3:17])[CH:11]=2)[C:6]([C:18]2[CH:23]=[CH:22][C:21]([S:24][CH3:25])=[CH:20][CH:19]=2)=[N:5][C:4]=1[NH:29][CH3:28])#[N:2], predict the reactants needed to synthesize it. The reactants are: [C:1]([C:3]1[C:8](=[O:9])[N:7]([C:10]2[CH:15]=[CH:14][C:13]([CH3:16])=[C:12]([CH3:17])[CH:11]=2)[C:6]([C:18]2[CH:23]=[CH:22][C:21]([S:24][CH3:25])=[CH:20][CH:19]=2)=[N:5][C:4]=1SC)#[N:2].[CH3:28][NH2:29]. (2) Given the product [CH2:24]([O:26][C:27]([C:29]1[C@@H:30]2[N:45]([CH3:46])[C@H:34]([CH2:35][C:36]=1[C:2]1[CH:7]=[CH:6][C:5]([CH2:8][CH2:9][CH2:10][O:11][Si:12]([C:15]([CH3:18])([CH3:17])[CH3:16])([CH3:14])[CH3:13])=[CH:4][CH:3]=1)[CH2:33][N:32]([C:47]([O:49][C:50]([CH3:51])([CH3:53])[CH3:52])=[O:48])[CH2:31]2)=[O:28])[CH3:25], predict the reactants needed to synthesize it. The reactants are: Br[C:2]1[CH:7]=[CH:6][C:5]([CH2:8][CH2:9][CH2:10][O:11][Si:12]([C:15]([CH3:18])([CH3:17])[CH3:16])([CH3:14])[CH3:13])=[CH:4][CH:3]=1.[Li]CCCC.[CH2:24]([O:26][C:27]([C:29]1[C@@H:30]2[N:45]([CH3:46])[C@H:34]([CH2:35][C:36]=1OS(C(F)(F)F)(=O)=O)[CH2:33][N:32]([C:47]([O:49][C:50]([CH3:53])([CH3:52])[CH3:51])=[O:48])[CH2:31]2)=[O:28])[CH3:25]. (3) Given the product [CH3:30][C:31]1[N:36]=[CH:35][C:34]([C:37]([N:1]2[CH2:4][CH:3]([C:5]([N:7]3[CH2:13][CH2:12][CH2:11][N:10]([C:14]([O:16][C:17]([CH3:20])([CH3:19])[CH3:18])=[O:15])[CH2:9][CH2:8]3)=[O:6])[CH2:2]2)=[O:38])=[CH:33][CH:32]=1, predict the reactants needed to synthesize it. The reactants are: [NH:1]1[CH2:4][CH:3]([C:5]([N:7]2[CH2:13][CH2:12][CH2:11][N:10]([C:14]([O:16][C:17]([CH3:20])([CH3:19])[CH3:18])=[O:15])[CH2:9][CH2:8]2)=[O:6])[CH2:2]1.CCN(C(C)C)C(C)C.[CH3:30][C:31]1[N:36]=[CH:35][C:34]([C:37](Cl)=[O:38])=[CH:33][CH:32]=1. (4) Given the product [Cl:8][C:4]1[N:3]=[C:2]([O:16][C@H:15]2[CH2:14][CH2:13][N:12]([C:17]([O:19][C:20]([CH3:22])([CH3:21])[CH3:23])=[O:18])[CH2:11][C@H:10]2[F:9])[CH:7]=[N:6][CH:5]=1, predict the reactants needed to synthesize it. The reactants are: Cl[C:2]1[CH:7]=[N:6][CH:5]=[C:4]([Cl:8])[N:3]=1.[F:9][C@H:10]1[C@@H:15]([OH:16])[CH2:14][CH2:13][N:12]([C:17]([O:19][C:20]([CH3:23])([CH3:22])[CH3:21])=[O:18])[CH2:11]1.ClC1N=C(OC2CCN(C(OC(C)(C)C)=O)CC2)C=NC=1. (5) Given the product [C:1]([O:5][C:6]([N:8]1[CH2:13][CH2:12][N:11]([C:14]2[CH:19]=[CH:18][C:17]([O:20][CH2:21][C:22]3([CH3:34])[O:35][C:26]4=[N:27][C:28]([N+:30]([O-:32])=[O:31])=[CH:29][N:25]4[CH2:24][CH2:23]3)=[CH:16][CH:15]=2)[CH2:10][CH2:9]1)=[O:7])([CH3:4])([CH3:3])[CH3:2], predict the reactants needed to synthesize it. The reactants are: [C:1]([O:5][C:6]([N:8]1[CH2:13][CH2:12][N:11]([C:14]2[CH:19]=[CH:18][C:17]([O:20][CH2:21][C:22]([OH:35])([CH3:34])[CH2:23][CH2:24][N:25]3[CH:29]=[C:28]([N+:30]([O-:32])=[O:31])[N:27]=[C:26]3Cl)=[CH:16][CH:15]=2)[CH2:10][CH2:9]1)=[O:7])([CH3:4])([CH3:3])[CH3:2].[H-].[Na+].O. (6) Given the product [CH3:28][N:29]([CH3:33])[CH2:30][CH2:31][S:32][C:6]1[C:18]2[C:17](=[O:19])[C:16]3[CH:37]=[N:36][CH:34]=[CH:12][C:11]=3[C:10]=2[C:9]2[CH:20]=[CH:21][C:22]([O:24][CH3:25])=[CH:23][C:8]=2[N:7]=1, predict the reactants needed to synthesize it. The reactants are: CN(C)CCN[C:6]1[C:18]2[C:17](=[O:19])[C:16]3C=CN=[CH:12][C:11]=3[C:10]=2[C:9]2[CH:20]=[CH:21][C:22]([O:24][CH3:25])=[CH:23][C:8]=2[N:7]=1.Cl.[CH3:28][N:29]([CH3:33])[CH2:30][CH2:31][SH:32].[CH2:34]([N:36](CC)[CH2:37]C)C.[H-].[Na+]. (7) Given the product [NH2:1][C:2]1[N:7]=[CH:6][N:5]=[C:4]2[N:8]([CH:12]([C:14]3[O:15][C:16]4[C:21]([C:22](=[O:30])[C:23]=3[C:24]3[CH:29]=[CH:28][CH:27]=[CH:26][CH:25]=3)=[CH:20][CH:19]=[CH:18][CH:17]=4)[CH3:13])[N:9]=[C:10]([C:37]3[CH:36]=[C:35]4[C:40]([C:32]([CH3:31])=[N:33][NH:34]4)=[CH:39][CH:38]=3)[C:3]=12, predict the reactants needed to synthesize it. The reactants are: [NH2:1][C:2]1[N:7]=[CH:6][N:5]=[C:4]2[N:8]([CH:12]([C:14]3[O:15][C:16]4[C:21]([C:22](=[O:30])[C:23]=3[C:24]3[CH:29]=[CH:28][CH:27]=[CH:26][CH:25]=3)=[CH:20][CH:19]=[CH:18][CH:17]=4)[CH3:13])[N:9]=[C:10](I)[C:3]=12.[CH3:31][C:32]1[C:40]2[C:35](=[CH:36][C:37](B3OC(C)(C)C(C)(C)O3)=[CH:38][CH:39]=2)[NH:34][N:33]=1.C(=O)([O-])[O-].[Na+].[Na+].ClCCl. (8) Given the product [C:7]1([C:13]2[CH:22]=[C:21]([C:23]([NH:33][C:32](=[S:31])[NH:43][NH:42][C:40]([C:36]3[S:35][CH:39]=[CH:38][CH:37]=3)=[O:41])=[O:24])[C:20]3[C:15](=[CH:16][CH:17]=[C:18]([O:26][C:27]([F:29])([F:28])[F:30])[CH:19]=3)[N:14]=2)[CH:12]=[CH:11][CH:10]=[CH:9][CH:8]=1, predict the reactants needed to synthesize it. The reactants are: C(Cl)(=O)C(Cl)=O.[C:7]1([C:13]2[CH:22]=[C:21]([C:23](O)=[O:24])[C:20]3[C:15](=[CH:16][CH:17]=[C:18]([O:26][C:27]([F:30])([F:29])[F:28])[CH:19]=3)[N:14]=2)[CH:12]=[CH:11][CH:10]=[CH:9][CH:8]=1.[S-:31][C:32]#[N:33].[K+].[S:35]1[CH:39]=[CH:38][CH:37]=[C:36]1[C:40]([NH:42][NH2:43])=[O:41]. (9) Given the product [OH:32][B:28]1[C:27]2[CH:26]=[CH:25][C:5]([O:6][C:7]3[CH:14]=[C:13]([O:15][CH2:16][CH2:17][O:18][CH:19]4[CH2:24][CH2:23][CH2:22][CH2:21][O:20]4)[C:10]([C:11]#[N:12])=[CH:9][N:8]=3)=[CH:4][C:3]=2[CH2:30][O:29]1, predict the reactants needed to synthesize it. The reactants are: C([C:3]1[CH:4]=[C:5]([CH:25]=[CH:26][C:27]=1[B:28]1[O:32]C(C)(C)[C:30](C)(C)[O:29]1)[O:6][C:7]1[CH:14]=[C:13]([O:15][CH2:16][CH2:17][O:18][CH:19]2[CH2:24][CH2:23][CH2:22][CH2:21][O:20]2)[C:10]([C:11]#[N:12])=[CH:9][N:8]=1)=O.[BH4-].[Na+].OS([O-])(=O)=O.[Na+].